This data is from Forward reaction prediction with 1.9M reactions from USPTO patents (1976-2016). The task is: Predict the product of the given reaction. (1) Given the reactants OCC(N[C:11]([C@@H:13]1[CH2:15][C@H:14]1[C:16]1[CH:21]=[CH:20][CH:19]=[CH:18][CH:17]=1)=[O:12])C1C=CC=CC=1.[OH2:22], predict the reaction product. The product is: [C:16]1([C@@H:14]2[CH2:15][C@H:13]2[C:11]([OH:12])=[O:22])[CH:21]=[CH:20][CH:19]=[CH:18][CH:17]=1. (2) The product is: [CH3:21][C@H:19]1[NH:20][C:24](=[O:26])[N:17]([C:14]2[CH:13]=[N:12][C:11]([O:10][C:6]3[CH:7]=[CH:8][CH:9]=[C:4]([CH:2]([CH3:1])[CH3:3])[CH:5]=3)=[N:16][CH:15]=2)[C:18]1=[O:22]. Given the reactants [CH3:1][CH:2]([C:4]1[CH:5]=[C:6]([O:10][C:11]2[N:16]=[CH:15][C:14]([NH:17][C:18](=[O:22])[C@@H:19]([CH3:21])[NH2:20])=[CH:13][N:12]=2)[CH:7]=[CH:8][CH:9]=1)[CH3:3].Cl[C:24](Cl)([O:26]C(=O)OC(Cl)(Cl)Cl)Cl.C(N(CC)CC)C.O, predict the reaction product. (3) Given the reactants [F:1][C:2]1[CH:3]=[C:4]([CH:7]=[C:8]([N:10]2[CH2:16][CH2:15][CH2:14][C:13]3[O:17][C:18]([C:20]4C=[CH:24][CH:23]=[CH:22][N:21]=4)=[N:19][C:12]=3[CH2:11]2)[CH:9]=1)[C:5]#[N:6].[N:26]1C=CC=CC=1C(O)=O, predict the reaction product. The product is: [F:1][C:2]1[CH:3]=[C:4]([CH:7]=[C:8]([N:10]2[CH2:16][CH2:15][CH2:14][C:13]3[O:17][C:18]([C:20]4[N:26]=[CH:24][CH:23]=[CH:22][N:21]=4)=[N:19][C:12]=3[CH2:11]2)[CH:9]=1)[C:5]#[N:6]. (4) Given the reactants [Cl:1][C:2]1[S:6][C:5]([C:7]([OH:9])=[O:8])=[CH:4][CH:3]=1.[CH:10]1([CH2:16]Br)[CH2:15][CH2:14][CH2:13][CH2:12][CH2:11]1.C(=O)([O-])[O-].[K+].[K+], predict the reaction product. The product is: [Cl:1][C:2]1[S:6][C:5]([C:7]([O:9][CH2:16][CH:10]2[CH2:15][CH2:14][CH2:13][CH2:12][CH2:11]2)=[O:8])=[CH:4][CH:3]=1. (5) Given the reactants S(Cl)(Cl)=O.[OH:5][C:6]1[CH:7]=[C:8]([CH:12]=[CH:13][C:14]=1[O:15][CH3:16])[C:9]([OH:11])=[O:10].[CH3:17]O, predict the reaction product. The product is: [CH3:17][O:10][C:9](=[O:11])[C:8]1[CH:12]=[CH:13][C:14]([O:15][CH3:16])=[C:6]([OH:5])[CH:7]=1. (6) The product is: [CH2:1]([C:3]1([CH2:13][CH2:14][O:15][C:16]2[CH:21]=[CH:20][N:19]=[C:18]([CH2:23][OH:34])[C:17]=2[CH3:24])[O:12][CH2:11][C:6]2([O:10][CH2:9][CH2:8][O:7]2)[CH2:5][O:4]1)[CH3:2]. Given the reactants [CH2:1]([C:3]1([CH2:13][CH2:14][O:15][C:16]2[CH:21]=[CH:20][N+:19]([O-])=[C:18]([CH3:23])[C:17]=2[CH3:24])[O:12][CH2:11][C:6]2([O:10][CH2:9][CH2:8][O:7]2)[CH2:5][O:4]1)[CH3:2].C(N(CC)CC)C.C(OC(=O)C)(=[O:34])C, predict the reaction product.